From a dataset of Forward reaction prediction with 1.9M reactions from USPTO patents (1976-2016). Predict the product of the given reaction. (1) Given the reactants [F:1][C:2]1([F:35])[O:6][C:5]2[CH:7]=[CH:8][C:9]([C:11]3([C:14]([NH:16][C:17]4[N:22]=[C:21]([C:23]5[CH:24]=[N:25][C:26]([O:32][CH3:33])=[C:27]([C:29](O)=[O:30])[CH:28]=5)[C:20]([CH3:34])=[CH:19][CH:18]=4)=[O:15])[CH2:13][CH2:12]3)=[CH:10][C:4]=2[O:3]1.[CH3:36][NH:37][CH3:38].C(N(CC)CC)C.F[P-](F)(F)(F)(F)F.N1(OC(N(C)C)=[N+](C)C)C2N=CC=CC=2N=N1, predict the reaction product. The product is: [F:35][C:2]1([F:1])[O:6][C:5]2[CH:7]=[CH:8][C:9]([C:11]3([C:14]([NH:16][C:17]4[N:22]=[C:21]([C:23]5[CH:24]=[N:25][C:26]([O:32][CH3:33])=[C:27]([C:29]([N:37]([CH3:38])[CH3:36])=[O:30])[CH:28]=5)[C:20]([CH3:34])=[CH:19][CH:18]=4)=[O:15])[CH2:12][CH2:13]3)=[CH:10][C:4]=2[O:3]1. (2) Given the reactants C(O[C:6](=O)[N:7]([CH2:9][CH2:10][C:11]1[CH:16]=[CH:15][C:14]([F:17])=[C:13]([O:18][CH3:19])[CH:12]=1)C)(C)(C)C.[ClH:21].C(OCC)(=O)C, predict the reaction product. The product is: [ClH:21].[F:17][C:14]1[CH:15]=[CH:16][C:11]([CH2:10][CH2:9][NH:7][CH3:6])=[CH:12][C:13]=1[O:18][CH3:19]. (3) Given the reactants [CH2:1]([N:8]1[CH2:13][CH2:12][O:11][C@H:10]([CH2:14][OH:15])[CH2:9]1)[C:2]1[CH:7]=[CH:6][CH:5]=[CH:4][CH:3]=1.[S:16](Cl)([C:19]1[CH:25]=[CH:24][C:22]([CH3:23])=[CH:21][CH:20]=1)(=[O:18])=[O:17].CCN(CC)CC, predict the reaction product. The product is: [CH3:23][C:22]1[CH:24]=[CH:25][C:19]([S:16]([O:15][CH2:14][C@H:10]2[O:11][CH2:12][CH2:13][N:8]([CH2:1][C:2]3[CH:3]=[CH:4][CH:5]=[CH:6][CH:7]=3)[CH2:9]2)(=[O:18])=[O:17])=[CH:20][CH:21]=1. (4) Given the reactants ClC(Cl)(Cl)CO[C:5](=[O:24])[NH:6][C:7]1[N:11]([C:12]2[CH:13]=[N:14][N:15]([CH2:17][CH2:18][OH:19])[CH:16]=2)[N:10]=[C:9]([C:20]([CH3:23])([CH3:22])[CH3:21])[CH:8]=1.[CH:27]([Si:30]([CH:62]([CH3:64])[CH3:63])([CH:59]([CH3:61])[CH3:60])[O:31][CH2:32][C@@H:33]1[CH2:37][CH2:36][CH2:35][N:34]1[C:38]1[N:42]2[CH:43]=[C:44]([O:47][C@H:48]3[C:57]4[C:52](=[CH:53][CH:54]=[CH:55][CH:56]=4)[C@@H:51]([NH2:58])[CH2:50][CH2:49]3)[CH:45]=[CH:46][C:41]2=[N:40][N:39]=1)([CH3:29])[CH3:28], predict the reaction product. The product is: [C:20]([C:9]1[CH:8]=[C:7]([NH:6][C:5]([NH:58][C@@H:51]2[C:52]3[C:57](=[CH:56][CH:55]=[CH:54][CH:53]=3)[C@H:48]([O:47][C:44]3[CH:45]=[CH:46][C:41]4[N:42]([C:38]([N:34]5[CH2:35][CH2:36][CH2:37][C@H:33]5[CH2:32][O:31][Si:30]([CH:27]([CH3:29])[CH3:28])([CH:62]([CH3:64])[CH3:63])[CH:59]([CH3:61])[CH3:60])=[N:39][N:40]=4)[CH:43]=3)[CH2:49][CH2:50]2)=[O:24])[N:11]([C:12]2[CH:13]=[N:14][N:15]([CH2:17][CH2:18][OH:19])[CH:16]=2)[N:10]=1)([CH3:21])([CH3:22])[CH3:23]. (5) Given the reactants [Cl:1][C:2]1[CH:7]=[CH:6][C:5]([Cl:8])=[CH:4][C:3]=1[C:9]1[CH2:13][CH2:12][N:11]([C:14](=[O:29])[CH2:15][C:16]2[CH:21]=[CH:20][CH:19]=[C:18]([C:22]3[N:27]=[CH:26][C:25]([OH:28])=[CH:24][N:23]=3)[CH:17]=2)[N:10]=1.C1(P(C2C=CC=CC=2)C2C=CC=CC=2)C=CC=CC=1.[O:49]1[CH2:54][CH2:53][N:52]([CH2:55][CH2:56]O)[CH2:51][CH2:50]1.N(C(OC(C)C)=O)=NC(OC(C)C)=O, predict the reaction product. The product is: [Cl:1][C:2]1[CH:7]=[CH:6][C:5]([Cl:8])=[CH:4][C:3]=1[C:9]1[CH2:13][CH2:12][N:11]([C:14](=[O:29])[CH2:15][C:16]2[CH:21]=[CH:20][CH:19]=[C:18]([C:22]3[N:27]=[CH:26][C:25]([O:28][CH2:56][CH2:55][N:52]4[CH2:53][CH2:54][O:49][CH2:50][CH2:51]4)=[CH:24][N:23]=3)[CH:17]=2)[N:10]=1.